This data is from Forward reaction prediction with 1.9M reactions from USPTO patents (1976-2016). The task is: Predict the product of the given reaction. Given the reactants [Cl:1][C:2]1[CH:7]=[CH:6][C:5]([C:8](=O)[CH2:9][CH2:10][CH2:11][CH2:12][N:13]2[CH2:18][CH2:17][CH:16]([C:19]3[CH:20]=[C:21]([NH:25][C:26](=[O:30])[CH:27]([CH3:29])[CH3:28])[CH:22]=[CH:23][CH:24]=3)[CH2:15][CH2:14]2)=[CH:4][CH:3]=1.Cl.[CH3:33][C:34]1[CH:39]=[CH:38][CH:37]=[CH:36][C:35]=1[NH:40]N, predict the reaction product. The product is: [Cl:1][C:2]1[CH:7]=[CH:6][C:5]([C:8]2[NH:40][C:35]3[C:36]([C:9]=2[CH2:10][CH2:11][CH2:12][N:13]2[CH2:18][CH2:17][CH:16]([C:19]4[CH:20]=[C:21]([NH:25][C:26](=[O:30])[CH:27]([CH3:29])[CH3:28])[CH:22]=[CH:23][CH:24]=4)[CH2:15][CH2:14]2)=[CH:37][CH:38]=[CH:39][C:34]=3[CH3:33])=[CH:4][CH:3]=1.